Dataset: Catalyst prediction with 721,799 reactions and 888 catalyst types from USPTO. Task: Predict which catalyst facilitates the given reaction. Reactant: C(Cl)(=O)C(Cl)=O.[CH3:7][C:8]1[O:9][C:10]2[CH:16]=[C:15]([C:17]([OH:19])=O)[CH:14]=[C:13]([O:20][CH2:21][CH:22]([CH3:24])[CH3:23])[C:11]=2[CH:12]=1.[NH2:25][C:26]1[CH:31]=[CH:30][C:29]([C:32]([O:34][CH3:35])=[O:33])=[CH:28][N:27]=1. Product: [CH3:7][C:8]1[O:9][C:10]2[CH:16]=[C:15]([C:17](=[O:19])[NH:25][C:26]3[CH:31]=[CH:30][C:29]([C:32]([O:34][CH3:35])=[O:33])=[CH:28][N:27]=3)[CH:14]=[C:13]([O:20][CH2:21][CH:22]([CH3:24])[CH3:23])[C:11]=2[CH:12]=1. The catalyst class is: 2.